This data is from Full USPTO retrosynthesis dataset with 1.9M reactions from patents (1976-2016). The task is: Predict the reactants needed to synthesize the given product. Given the product [CH:1]1([CH2:7][C@H:8]([NH:12][C:13](=[O:19])[O:14][C:15]([CH3:18])([CH3:17])[CH3:16])[C@H:9]([O:11][S:28]([CH3:27])(=[O:30])=[O:29])[CH3:10])[CH2:2][CH2:3][CH2:4][CH2:5][CH2:6]1, predict the reactants needed to synthesize it. The reactants are: [CH:1]1([CH2:7][C@H:8]([NH:12][C:13](=[O:19])[O:14][C:15]([CH3:18])([CH3:17])[CH3:16])[C@H:9]([OH:11])[CH3:10])[CH2:6][CH2:5][CH2:4][CH2:3][CH2:2]1.CCN(CC)CC.[CH3:27][S:28](Cl)(=[O:30])=[O:29].O.